Task: Predict the reactants needed to synthesize the given product.. Dataset: Full USPTO retrosynthesis dataset with 1.9M reactions from patents (1976-2016) Given the product [NH2:7][CH2:8][CH2:9][CH2:10][N:11]1[C:20]2[CH:19]=[CH:18][C:17]([C:51]3[CH:50]=[CH:49][C:48]([C:47]#[N:55])=[CH:53][CH:52]=3)=[CH:16][C:15]=2[C:14]2=[N:22][NH:23][C:24]([CH3:25])=[C:13]2[C:12]1=[O:32], predict the reactants needed to synthesize it. The reactants are: C(OC(=O)[NH:7][CH2:8][CH2:9][CH2:10][N:11]1[C:20]2[CH:19]=[CH:18][C:17](Br)=[CH:16][C:15]=2[C:14]2=[N:22][N:23](C3CCCCO3)[C:24]([CH3:25])=[C:13]2[C:12]1=[O:32])(C)(C)C.C(OC(=O)NCCCN1[C:53]2[CH:52]=[CH:51][C:50](Br)=[CH:49][C:48]=2[C:47]2[NH:55]N=C(C)C=2C1=O)(C)(C)C.